This data is from Forward reaction prediction with 1.9M reactions from USPTO patents (1976-2016). The task is: Predict the product of the given reaction. (1) The product is: [N:1]1[CH:6]=[C:5]([NH:7][C:8]([NH:34][CH2:33][C:32]2[C:27]([N:24]3[CH2:25][CH2:26][CH:21]([CH3:20])[CH2:22][CH2:23]3)=[N:28][C:29]([C:35]([F:38])([F:36])[F:37])=[CH:30][CH:31]=2)=[O:16])[CH:4]=[C:3]2[CH2:17][CH2:18][CH2:19][C:2]=12. Given the reactants [N:1]1[CH:6]=[C:5]([NH:7][C:8](=[O:16])OC2C=CC=CC=2)[CH:4]=[C:3]2[CH2:17][CH2:18][CH2:19][C:2]=12.[CH3:20][CH:21]1[CH2:26][CH2:25][N:24]([C:27]2[C:32]([CH2:33][NH2:34])=[CH:31][CH:30]=[C:29]([C:35]([F:38])([F:37])[F:36])[N:28]=2)[CH2:23][CH2:22]1, predict the reaction product. (2) Given the reactants [F:1][C:2]1[C:3]([F:12])=[CH:4][C:5]2[S:9][C:8]([NH2:10])=[N:7][C:6]=2[CH:11]=1.[Cl:13][C:14]1[CH:22]=[CH:21][C:17]([C:18](Cl)=[O:19])=[CH:16][CH:15]=1.Br[CH:24]([CH2:29][CH3:30])[C:25]([O:27]C)=[O:26].COC1C=CC2N=C(N)SC=2C=1.ClC1C=C(C=CC=1)C(Cl)=O.BrCC(OCC)=O, predict the reaction product. The product is: [Cl:13][C:14]1[CH:22]=[CH:21][C:17]([C:18]([N:10]=[C:8]2[N:7]([CH:24]([CH2:29][CH3:30])[C:25]([OH:27])=[O:26])[C:6]3[CH:11]=[C:2]([F:1])[C:3]([F:12])=[CH:4][C:5]=3[S:9]2)=[O:19])=[CH:16][CH:15]=1. (3) Given the reactants F[C:2]1[CH:11]=[CH:10][C:5]([C:6]([O:8][CH3:9])=[O:7])=[C:4]([O:12]COC)[CH:3]=1.[CH3:16][CH:17]([S-:19])[CH3:18].[K+], predict the reaction product. The product is: [CH:17]([S:19][C:2]1[CH:11]=[CH:10][C:5]([C:6]([O:8][CH3:9])=[O:7])=[C:4]([OH:12])[CH:3]=1)([CH3:18])[CH3:16]. (4) Given the reactants CN(C(ON1N=NC2C=CC=NC1=2)=[N+](C)C)C.F[P-](F)(F)(F)(F)F.[NH2:25][C:26]1[C:27]([C:36]([OH:38])=O)=[CH:28][C:29]2[C:34]([CH:35]=1)=[CH:33][CH:32]=[CH:31][CH:30]=2.[CH3:39][CH:40]([O:42][CH2:43][C@@H:44]([C:46]([O:48][CH3:49])=[O:47])[NH2:45])[CH3:41].C(N(C(C)C)CC)(C)C, predict the reaction product. The product is: [NH2:25][C:26]1[C:27]([C:36]([NH:45][C@H:44]([C:46]([O:48][CH3:49])=[O:47])[CH2:43][O:42][CH:40]([CH3:41])[CH3:39])=[O:38])=[CH:28][C:29]2[C:34]([CH:35]=1)=[CH:33][CH:32]=[CH:31][CH:30]=2. (5) Given the reactants [NH2:1][C@H:2]1[C@H:8]([C:9]2[CH:14]=[CH:13][C:12]([Cl:15])=[C:11]([Cl:16])[CH:10]=2)[O:7][CH2:6][CH2:5][N:4]([C:17]([O:19][C:20]([CH3:23])([CH3:22])[CH3:21])=[O:18])[CH2:3]1.[CH2:24](Br)[C:25]1[CH:30]=[CH:29][CH:28]=[CH:27][CH:26]=1, predict the reaction product. The product is: [CH2:24]([NH:1][C@H:2]1[C@H:8]([C:9]2[CH:14]=[CH:13][C:12]([Cl:15])=[C:11]([Cl:16])[CH:10]=2)[O:7][CH2:6][CH2:5][N:4]([C:17]([O:19][C:20]([CH3:23])([CH3:22])[CH3:21])=[O:18])[CH2:3]1)[C:25]1[CH:30]=[CH:29][CH:28]=[CH:27][CH:26]=1. (6) Given the reactants [N:1]12[CH2:8][CH2:7][CH:4]([CH2:5][CH2:6]1)[C@@H:3]([OH:9])[CH2:2]2.C[C:11]([CH3:14])([O-:13])C.[K+].[I:16][C:17]1[N:18]=[N:19][C:20](I)=[CH:21][CH:22]=1.[OH2:24].C1C[O:28]CC1, predict the reaction product. The product is: [NH3:1].[C:11]([OH:13])(=[O:28])/[CH:14]=[CH:2]/[C:3]([OH:9])=[O:24].[I:16][C:17]1[N:18]=[N:19][C:20]([O:9][C@@H:3]2[CH:4]3[CH2:7][CH2:8][N:1]([CH2:6][CH2:5]3)[CH2:2]2)=[CH:21][CH:22]=1. (7) Given the reactants [Br:1][C:2]1[CH:10]=[C:9]2[C:5]([C:6](=O)[C:7](=[O:11])[NH:8]2)=[CH:4][CH:3]=1.NN.[OH-].[Na+], predict the reaction product. The product is: [Br:1][C:2]1[CH:10]=[C:9]2[C:5]([CH2:6][C:7](=[O:11])[NH:8]2)=[CH:4][CH:3]=1. (8) Given the reactants [N+:1]([C:4]1[CH:5]=[C:6]2[C:11](=[CH:12][CH:13]=1)[N:10]=[C:9]([C:14]1[CH:22]=[CH:21][C:17]3[O:18][CH2:19][O:20][C:16]=3[CH:15]=1)[N:8]=[CH:7]2)([O-:3])=[O:2].[CH3:23]COC(C)=O, predict the reaction product. The product is: [N+:1]([C:4]1[CH:5]=[C:6]2[C:11](=[CH:12][CH:13]=1)[N:10]=[C:9]([C:14]1[CH:22]=[CH:21][C:17]3[O:18][CH2:19][CH2:23][O:20][C:16]=3[CH:15]=1)[N:8]=[CH:7]2)([O-:3])=[O:2].